Dataset: Forward reaction prediction with 1.9M reactions from USPTO patents (1976-2016). Task: Predict the product of the given reaction. (1) Given the reactants I[C:2]1[CH:3]=[CH:4][C:5]2[N:6]([CH:8]=[C:9]([NH:11][C:12]([CH:14]3[CH2:16][CH2:15]3)=[O:13])[N:10]=2)[N:7]=1.[NH:17]1[C:25]2[C:20](=[CH:21][CH:22]=[C:23]([OH:26])[CH:24]=2)[CH:19]=[CH:18]1.C(=O)([O-])[O-].[K+].[K+], predict the reaction product. The product is: [NH:17]1[C:25]2[C:20](=[CH:21][CH:22]=[C:23]([O:26][C:2]3[CH:3]=[CH:4][C:5]4[N:6]([CH:8]=[C:9]([NH:11][C:12]([CH:14]5[CH2:16][CH2:15]5)=[O:13])[N:10]=4)[N:7]=3)[CH:24]=2)[CH:19]=[CH:18]1. (2) The product is: [Si:20]([O:27][CH2:28][C:29]1[CH:30]=[C:31]([CH:35]([C:7]2[C:2]([Cl:1])=[N:3][CH:4]=[N:5][CH:6]=2)[OH:36])[S:32][C:33]=1[Cl:34])([C:23]([CH3:26])([CH3:25])[CH3:24])([CH3:22])[CH3:21]. Given the reactants [Cl:1][C:2]1[C:7](I)=[CH:6][N:5]=[CH:4][N:3]=1.[Li]CCCC.CCCCCC.[Si:20]([O:27][CH2:28][C:29]1[CH:30]=[C:31]([CH:35]=[O:36])[S:32][C:33]=1[Cl:34])([C:23]([CH3:26])([CH3:25])[CH3:24])([CH3:22])[CH3:21], predict the reaction product. (3) Given the reactants [CH2:1]([N:3]1[C:11]2[C:6](=[CH:7][C:8]([O:12][C:13]([F:16])([F:15])[F:14])=[CH:9][CH:10]=2)[CH:5]=[C:4]1[C:17]([OH:19])=O)[CH3:2].C(Cl)(=O)C([Cl:23])=O.[CH3:26][O:27][CH2:28][CH2:29][N:30]([CH3:38])[C:31]1[CH:36]=[CH:35][C:34]([NH2:37])=[CH:33][N:32]=1.C(N(CC)CC)C, predict the reaction product. The product is: [ClH:23].[CH3:26][O:27][CH2:28][CH2:29][N:30]([CH3:38])[C:31]1[N:32]=[CH:33][C:34]([NH:37][C:17]([C:4]2[N:3]([CH2:1][CH3:2])[C:11]3[C:6]([CH:5]=2)=[CH:7][C:8]([O:12][C:13]([F:14])([F:15])[F:16])=[CH:9][CH:10]=3)=[O:19])=[CH:35][CH:36]=1. (4) Given the reactants C(O)(C(F)(F)F)=O.[F:8][C:9]1[C:14]([O:15][CH3:16])=[CH:13][C:12]([O:17][CH3:18])=[C:11]([F:19])[C:10]=1[C:20]1[N:25]=[CH:24][C:23]2[C:26](I)=[N:27][NH:28][C:22]=2[CH:21]=1.[CH3:30][N:31]1[CH2:36][CH2:35][N:34]([C:37]2[CH:42]=[CH:41][C:40](B3OC(C)(C)C(C)(C)O3)=[CH:39][N:38]=2)[CH2:33][CH2:32]1, predict the reaction product. The product is: [F:8][C:9]1[C:14]([O:15][CH3:16])=[CH:13][C:12]([O:17][CH3:18])=[C:11]([F:19])[C:10]=1[C:20]1[N:25]=[CH:24][C:23]2[C:26]([C:40]3[CH:39]=[N:38][C:37]([N:34]4[CH2:33][CH2:32][N:31]([CH3:30])[CH2:36][CH2:35]4)=[CH:42][CH:41]=3)=[N:27][NH:28][C:22]=2[CH:21]=1.